This data is from NCI-60 drug combinations with 297,098 pairs across 59 cell lines. The task is: Regression. Given two drug SMILES strings and cell line genomic features, predict the synergy score measuring deviation from expected non-interaction effect. (1) Drug 2: C1CCC(C(C1)N)N.C(=O)(C(=O)[O-])[O-].[Pt+4]. Drug 1: CC1C(C(CC(O1)OC2CC(CC3=C2C(=C4C(=C3O)C(=O)C5=C(C4=O)C(=CC=C5)OC)O)(C(=O)C)O)N)O.Cl. Cell line: OVCAR-5. Synergy scores: CSS=21.6, Synergy_ZIP=-8.07, Synergy_Bliss=-2.29, Synergy_Loewe=-2.84, Synergy_HSA=-1.53. (2) Drug 1: CC1C(C(CC(O1)OC2CC(CC3=C2C(=C4C(=C3O)C(=O)C5=C(C4=O)C(=CC=C5)OC)O)(C(=O)C)O)N)O.Cl. Drug 2: C1=NC2=C(N=C(N=C2N1C3C(C(C(O3)CO)O)O)F)N. Cell line: NCI/ADR-RES. Synergy scores: CSS=17.3, Synergy_ZIP=-7.50, Synergy_Bliss=-6.16, Synergy_Loewe=-7.78, Synergy_HSA=-7.32. (3) Drug 1: CC1=CC2C(CCC3(C2CCC3(C(=O)C)OC(=O)C)C)C4(C1=CC(=O)CC4)C. Drug 2: CC1CCCC2(C(O2)CC(NC(=O)CC(C(C(=O)C(C1O)C)(C)C)O)C(=CC3=CSC(=N3)C)C)C. Cell line: SK-OV-3. Synergy scores: CSS=0.709, Synergy_ZIP=-1.52, Synergy_Bliss=-3.06, Synergy_Loewe=-2.38, Synergy_HSA=-2.24. (4) Drug 1: CC1C(C(CC(O1)OC2CC(CC3=C2C(=C4C(=C3O)C(=O)C5=C(C4=O)C(=CC=C5)OC)O)(C(=O)CO)O)N)O.Cl. Drug 2: C1=CC(=CC=C1CCCC(=O)O)N(CCCl)CCCl. Cell line: NCI-H522. Synergy scores: CSS=15.0, Synergy_ZIP=-3.02, Synergy_Bliss=-0.802, Synergy_Loewe=0.930, Synergy_HSA=1.35. (5) Drug 1: CCC1(CC2CC(C3=C(CCN(C2)C1)C4=CC=CC=C4N3)(C5=C(C=C6C(=C5)C78CCN9C7C(C=CC9)(C(C(C8N6C)(C(=O)OC)O)OC(=O)C)CC)OC)C(=O)OC)O.OS(=O)(=O)O. Drug 2: C1CC(=O)NC(=O)C1N2C(=O)C3=CC=CC=C3C2=O. Cell line: COLO 205. Synergy scores: CSS=3.17, Synergy_ZIP=-0.289, Synergy_Bliss=0.356, Synergy_Loewe=2.15, Synergy_HSA=0.572. (6) Drug 1: C(=O)(N)NO. Drug 2: CNC(=O)C1=NC=CC(=C1)OC2=CC=C(C=C2)NC(=O)NC3=CC(=C(C=C3)Cl)C(F)(F)F. Cell line: OVCAR3. Synergy scores: CSS=-12.9, Synergy_ZIP=11.7, Synergy_Bliss=16.4, Synergy_Loewe=-7.15, Synergy_HSA=-10.0. (7) Drug 1: C1CC(C1)(C(=O)O)C(=O)O.[NH2-].[NH2-].[Pt+2]. Drug 2: CCCCC(=O)OCC(=O)C1(CC(C2=C(C1)C(=C3C(=C2O)C(=O)C4=C(C3=O)C=CC=C4OC)O)OC5CC(C(C(O5)C)O)NC(=O)C(F)(F)F)O. Cell line: IGROV1. Synergy scores: CSS=17.3, Synergy_ZIP=-4.27, Synergy_Bliss=-3.65, Synergy_Loewe=-18.1, Synergy_HSA=-3.90. (8) Drug 1: C1=NC2=C(N1)C(=S)N=CN2. Drug 2: C1C(C(OC1N2C=NC(=NC2=O)N)CO)O. Cell line: SK-MEL-5. Synergy scores: CSS=18.1, Synergy_ZIP=-2.63, Synergy_Bliss=4.03, Synergy_Loewe=1.83, Synergy_HSA=1.78. (9) Drug 1: C1CN1P(=S)(N2CC2)N3CC3. Drug 2: CC(C)NC(=O)C1=CC=C(C=C1)CNNC.Cl. Cell line: CCRF-CEM. Synergy scores: CSS=35.4, Synergy_ZIP=0.220, Synergy_Bliss=0.638, Synergy_Loewe=-25.6, Synergy_HSA=-0.736.